From a dataset of Full USPTO retrosynthesis dataset with 1.9M reactions from patents (1976-2016). Predict the reactants needed to synthesize the given product. (1) Given the product [CH3:1][O:2][C:3]1[CH:4]=[C:5]2[C:9](=[CH:10][CH:11]=1)[NH:8][CH:7]=[C:6]2[CH:17]1[CH2:18][CH2:19][NH:14][CH2:15][CH2:16]1, predict the reactants needed to synthesize it. The reactants are: [CH3:1][O:2][C:3]1[CH:4]=[C:5]2[C:9](=[CH:10][CH:11]=1)[NH:8][CH:7]=[CH:6]2.Cl.O.[NH:14]1[CH2:19][CH2:18][C:17](=O)[CH2:16][CH2:15]1. (2) Given the product [CH3:3][N:2]([CH2:4][C@@H:5]1[CH2:10][CH2:9][CH2:8][CH2:7][C@H:6]1[C:11]1[CH:12]=[C:13]([CH:14]=[CH:15][CH:16]=1)[O:17][CH:26]1[O:25][CH:24]([C:33]([OH:35])=[O:34])[CH:23]([OH:37])[CH:22]([OH:21])[CH:27]1[OH:28])[CH3:1], predict the reactants needed to synthesize it. The reactants are: [CH3:1][N:2]([CH2:4][C@@H:5]1[CH2:10][CH2:9][CH2:8][CH2:7][C@H:6]1[C:11]1[CH:12]=[C:13]([OH:17])[CH:14]=[CH:15][CH:16]=1)[CH3:3].CC([O:21][C@@H:22]1[C@@H:27]([O:28]C(C)=O)[C@@H:26](Br)[O:25][C@H:24]([C:33]([O:35]C)=[O:34])[C@H:23]1[O:37]C(C)=O)=O.[OH-].[Li+].